Dataset: Full USPTO retrosynthesis dataset with 1.9M reactions from patents (1976-2016). Task: Predict the reactants needed to synthesize the given product. (1) Given the product [CH:40]1([CH2:39][C@H:26]([NH:25][C:7]([C:5]2[S:6][C:2]([CH3:1])=[C:3]([C:10]3[N:14]([CH3:15])[N:13]=[CH:12][CH:11]=3)[CH:4]=2)=[O:9])[CH2:27][N:28]2[C:29](=[O:38])[C:30]3[C:35](=[CH:34][CH:33]=[CH:32][CH:31]=3)[C:36]2=[O:37])[CH2:45][CH2:44][CH2:43][CH2:42][CH2:41]1, predict the reactants needed to synthesize it. The reactants are: [CH3:1][C:2]1[S:6][C:5]([C:7]([OH:9])=O)=[CH:4][C:3]=1[C:10]1[N:14]([CH3:15])[N:13]=[CH:12][CH:11]=1.C(N(CC)C(C)C)(C)C.[NH2:25][C@@H:26]([CH2:39][CH:40]1[CH2:45][CH2:44][CH2:43][CH2:42][CH2:41]1)[CH2:27][N:28]1[C:36](=[O:37])[C:35]2[C:30](=[CH:31][CH:32]=[CH:33][CH:34]=2)[C:29]1=[O:38].CC(OC(N[C@H](C(O)=O)CC1C=CC=CC=1C(F)(F)F)=O)(C)C.F[P-](F)(F)(F)(F)F.Br[P+](N1CCCC1)(N1CCCC1)N1CCCC1. (2) Given the product [Cl:19][C:3]1[CH:4]=[CH:5][C:6]2[CH2:7][CH2:8][N:9]([C:13](=[O:18])[C:14]([F:17])([F:15])[F:16])[CH2:10][CH2:11][C:12]=2[C:2]=1[NH:1][CH2:21][C:22]1[CH:36]=[CH:35][C:25]2[N:26]=[C:27]([CH:29]3[CH2:34][CH2:33][CH2:32][CH2:31][CH2:30]3)[S:28][C:24]=2[CH:23]=1, predict the reactants needed to synthesize it. The reactants are: [NH2:1][C:2]1[C:12]2[CH2:11][CH2:10][N:9]([C:13](=[O:18])[C:14]([F:17])([F:16])[F:15])[CH2:8][CH2:7][C:6]=2[CH:5]=[CH:4][C:3]=1[Cl:19].Br[CH2:21][C:22]1[CH:36]=[CH:35][C:25]2[N:26]=[C:27]([CH:29]3[CH2:34][CH2:33][CH2:32][CH2:31][CH2:30]3)[S:28][C:24]=2[CH:23]=1.C(=O)([O-])[O-].[K+].[K+]. (3) Given the product [C:9]([C:8]1[CH:11]=[CH:12][C:5]([N:4]([CH2:17][C:18]([F:19])([F:20])[F:21])[CH2:3][CH2:2][O:1][C:29]2[CH:30]=[CH:31][C:26]([NH:25][C:22](=[O:24])[CH3:23])=[CH:27][CH:28]=2)=[CH:6][C:7]=1[C:13]([F:15])([F:16])[F:14])#[N:10], predict the reactants needed to synthesize it. The reactants are: [OH:1][CH2:2][CH2:3][N:4]([CH2:17][C:18]([F:21])([F:20])[F:19])[C:5]1[CH:12]=[CH:11][C:8]([C:9]#[N:10])=[C:7]([C:13]([F:16])([F:15])[F:14])[CH:6]=1.[C:22]([NH:25][C:26]1[CH:31]=[CH:30][C:29](O)=[CH:28][CH:27]=1)(=[O:24])[CH3:23].